This data is from Catalyst prediction with 721,799 reactions and 888 catalyst types from USPTO. The task is: Predict which catalyst facilitates the given reaction. (1) Reactant: [NH2:1][C:2]1[CH:3]=[C:4]([CH2:9][CH2:10][CH2:11][CH2:12][O:13][CH2:14][CH2:15][CH2:16][CH2:17][CH2:18][CH2:19][N:20]2[CH2:24][C@@H:23]([C:25]3[CH:36]=[CH:35][C:28]4[O:29][C:30]([CH3:34])([CH3:33])[O:31][CH2:32][C:27]=4[CH:26]=3)[O:22][C:21]2=[O:37])[CH:5]=[CH:6][C:7]=1[NH2:8].[C:38](N1C=CN=C1)(N1C=CN=C1)=[O:39]. Product: [CH3:34][C:30]1([CH3:33])[O:29][C:28]2[CH:35]=[CH:36][C:25]([C@H:23]3[O:22][C:21](=[O:37])[N:20]([CH2:19][CH2:18][CH2:17][CH2:16][CH2:15][CH2:14][O:13][CH2:12][CH2:11][CH2:10][CH2:9][C:4]4[CH:5]=[CH:6][C:7]5[NH:8][C:38](=[O:39])[NH:1][C:2]=5[CH:3]=4)[CH2:24]3)=[CH:26][C:27]=2[CH2:32][O:31]1. The catalyst class is: 1. (2) Reactant: [NH2:1][C:2]1[C:3]([C:14]([NH:16][NH2:17])=O)=[N:4][C:5]([C:8]2[CH:9]=[N:10][CH:11]=[CH:12][CH:13]=2)=[CH:6][N:7]=1.[S:18]1[CH:22]=[CH:21][CH:20]=[C:19]1[C:23](N)=[NH:24].C([O-])C.[Na+]. Product: [N:10]1[CH:11]=[CH:12][CH:13]=[C:8]([C:5]2[N:4]=[C:3]([C:14]3[NH:24][C:23]([C:19]4[S:18][CH:22]=[CH:21][CH:20]=4)=[N:17][N:16]=3)[C:2]([NH2:1])=[N:7][CH:6]=2)[CH:9]=1. The catalyst class is: 3. (3) Reactant: Br[CH2:2]/[CH:3]=[CH:4]/[C:5]([NH:7][C:8]1[CH:9]=[C:10]2[C:15](=[CH:16][C:17]=1[O:18][CH2:19][C:20]([F:23])([F:22])[F:21])[N:14]=[CH:13][N:12]=[C:11]2[NH:24][C:25]1[CH:30]=[CH:29][C:28]([F:31])=[C:27]([Cl:32])[CH:26]=1)=[O:6].C(N(C(C)C)CC)(C)C.[O:42]1[C@H:47]2[CH2:48][NH:49][CH2:50][C@H:46]2[O:45][CH2:44][CH2:43]1.O. Product: [Cl:32][C:27]1[CH:26]=[C:25]([NH:24][C:11]2[C:10]3[C:15](=[CH:16][C:17]([O:18][CH2:19][C:20]([F:23])([F:22])[F:21])=[C:8]([NH:7][C:5](=[O:6])/[CH:4]=[CH:3]/[CH2:2][N:49]4[CH2:48][C@H:47]5[O:42][CH2:43][CH2:44][O:45][C@H:46]5[CH2:50]4)[CH:9]=3)[N:14]=[CH:13][N:12]=2)[CH:30]=[CH:29][C:28]=1[F:31]. The catalyst class is: 44. (4) Reactant: [NH2:1][C:2]1[CH:7]=[CH:6][C:5]([OH:8])=[CH:4][C:3]=1[N+:9]([O-:11])=[O:10].Br[CH2:13][CH2:14][CH:15]([CH3:17])[CH3:16].O[Li].O. Product: [CH3:16][CH:15]([CH3:17])[CH2:14][CH2:13][O:8][C:5]1[CH:6]=[CH:7][C:2]([NH2:1])=[C:3]([N+:9]([O-:11])=[O:10])[CH:4]=1. The catalyst class is: 14.